From a dataset of Forward reaction prediction with 1.9M reactions from USPTO patents (1976-2016). Predict the product of the given reaction. (1) Given the reactants [CH3:1][C:2]1[CH:17]=[C:5]2[N:6]=[C:7]([NH2:16])[CH:8]=[C:9]([C:10]3[CH:15]=[CH:14][CH:13]=[CH:12][CH:11]=3)[N:4]2[N:3]=1.Cl[C:19]([C:21]1[CH:26]=[CH:25][C:24]([C:27]([CH3:34])([CH3:33])[CH2:28][C:29]([O:31][CH3:32])=[O:30])=[CH:23][CH:22]=1)=[O:20].C([O-])(O)=O.[Na+], predict the reaction product. The product is: [CH3:34][C:27]([C:24]1[CH:23]=[CH:22][C:21]([C:19](=[O:20])[NH:16][C:7]2[CH:8]=[C:9]([C:10]3[CH:15]=[CH:14][CH:13]=[CH:12][CH:11]=3)[N:4]3[N:3]=[C:2]([CH3:1])[CH:17]=[C:5]3[N:6]=2)=[CH:26][CH:25]=1)([CH3:33])[CH2:28][C:29]([O:31][CH3:32])=[O:30]. (2) Given the reactants [Br:1][C:2]1[N:7]=[C:6]([CH2:8][N:9]2[C:18]3[C:13](=[CH:14][CH:15]=[CH:16][CH:17]=3)[C:12](=[O:19])[C:11]([C:20](=[O:33])[C:21]3[CH:26]=[CH:25][C:24]([CH:27]4OCCC[O:28]4)=[CH:23][CH:22]=3)=[CH:10]2)[CH:5]=[CH:4][CH:3]=1.Cl, predict the reaction product. The product is: [Br:1][C:2]1[N:7]=[C:6]([CH2:8][N:9]2[C:18]3[C:13](=[CH:14][CH:15]=[CH:16][CH:17]=3)[C:12](=[O:19])[C:11]([C:20]([C:21]3[CH:22]=[CH:23][C:24]([CH:27]=[O:28])=[CH:25][CH:26]=3)=[O:33])=[CH:10]2)[CH:5]=[CH:4][CH:3]=1. (3) Given the reactants C(O)(C(F)(F)F)=O.[Cl:8][C:9]1[CH:10]=[C:11]([C:19]2[O:23][N:22]=[C:21]([C:24]3[CH:25]=[C:26]([CH2:30][CH2:31][C:32]([O:34]C(C)(C)C)=[O:33])[CH:27]=[CH:28][CH:29]=3)[N:20]=2)[CH:12]=[CH:13][C:14]=1[O:15][CH:16]([CH3:18])[CH3:17], predict the reaction product. The product is: [Cl:8][C:9]1[CH:10]=[C:11]([C:19]2[O:23][N:22]=[C:21]([C:24]3[CH:25]=[C:26]([CH2:30][CH2:31][C:32]([OH:34])=[O:33])[CH:27]=[CH:28][CH:29]=3)[N:20]=2)[CH:12]=[CH:13][C:14]=1[O:15][CH:16]([CH3:18])[CH3:17]. (4) Given the reactants [NH2:1][C:2]1[CH:6]=[C:5]([C:7]#[C:8][C:9]([CH3:12])([CH3:11])[CH3:10])[S:4][C:3]=1[C:13]([O:15][CH3:16])=[O:14].CO[C:19]([CH3:21])=[CH2:20].C(O[BH-](OC(=O)C)OC(=O)C)(=O)C.[Na+].C(=O)(O)[O-].[Na+], predict the reaction product. The product is: [CH3:10][C:9]([CH3:11])([CH3:12])[C:8]#[C:7][C:5]1[S:4][C:3]([C:13]([O:15][CH3:16])=[O:14])=[C:2]([NH:1][CH:19]([CH3:21])[CH3:20])[CH:6]=1. (5) Given the reactants [N+:1]([C:4]1[CH:9]=[CH:8][C:7]([S:10]([C:13]2[CH:20]=[CH:19][CH:18]=[CH:17][C:14]=2[C:15]#[N:16])(=[O:12])=[O:11])=[CH:6][CH:5]=1)([O-])=O.Cl, predict the reaction product. The product is: [NH2:1][C:4]1[CH:5]=[CH:6][C:7]([S:10]([C:13]2[CH:20]=[CH:19][CH:18]=[CH:17][C:14]=2[C:15]#[N:16])(=[O:12])=[O:11])=[CH:8][CH:9]=1.